This data is from Forward reaction prediction with 1.9M reactions from USPTO patents (1976-2016). The task is: Predict the product of the given reaction. Given the reactants [CH:1]1([NH:6][C:7]([NH:9][C@:10]([C:32]2[CH:37]=[CH:36][C:35]([F:38])=[C:34]([C:39]([F:42])([F:41])[F:40])[CH:33]=2)([C:18]2[CH:23]=[C:22]([O:24][C:25]([F:30])([F:29])[CH:26]([F:28])[F:27])[CH:21]=[C:20]([F:31])[CH:19]=2)[CH2:11][C:12]2[CH:17]=[CH:16][CH:15]=[CH:14][CH:13]=2)=[O:8])[CH2:5][CH2:4][CH2:3][CH2:2]1.[CH3:43]NC1CCCC1, predict the reaction product. The product is: [CH:1]1([N:6]([CH3:43])[C:7]([NH:9][C@:10]([C:32]2[CH:37]=[CH:36][C:35]([F:38])=[C:34]([C:39]([F:42])([F:41])[F:40])[CH:33]=2)([C:18]2[CH:23]=[C:22]([O:24][C:25]([F:29])([F:30])[CH:26]([F:27])[F:28])[CH:21]=[C:20]([F:31])[CH:19]=2)[CH2:11][C:12]2[CH:13]=[CH:14][CH:15]=[CH:16][CH:17]=2)=[O:8])[CH2:5][CH2:4][CH2:3][CH2:2]1.